From a dataset of Catalyst prediction with 721,799 reactions and 888 catalyst types from USPTO. Predict which catalyst facilitates the given reaction. (1) Reactant: [ClH:1].C(OC(=O)[NH:8][C:9]1[S:13][C:12]2[CH:14]=[CH:15][CH:16]=[CH:17][C:11]=2[C:10]=1[CH3:18])(C)(C)C. Product: [ClH:1].[CH3:18][C:10]1[C:11]2[CH:17]=[CH:16][CH:15]=[CH:14][C:12]=2[S:13][C:9]=1[NH2:8]. The catalyst class is: 12. (2) Reactant: [C:1]([O:5][C:6]([NH:8][S:9]([NH:12][CH2:13][C:14]1[CH:15]=[C:16]([CH:38]=[CH:39][CH:40]=1)[O:17][C:18]1[C:23]([C:24]([OH:26])=O)=[C:22]([NH:27][C:28]2[CH:33]=[CH:32][C:31]([I:34])=[CH:30][C:29]=2[F:35])[C:21]([F:36])=[C:20]([F:37])[CH:19]=1)(=[O:11])=[O:10])=[O:7])([CH3:4])([CH3:3])[CH3:2].C(N1C=CN=C1)([N:43]1C=CN=C1)=O.N.C(OCC)(=O)C. Product: [C:24]([C:23]1[C:22]([NH:27][C:28]2[CH:33]=[CH:32][C:31]([I:34])=[CH:30][C:29]=2[F:35])=[C:21]([F:36])[C:20]([F:37])=[CH:19][C:18]=1[O:17][C:16]1[CH:15]=[C:14]([CH:40]=[CH:39][CH:38]=1)[CH2:13][NH:12][S:9]([NH:8][C:6](=[O:7])[O:5][C:1]([CH3:2])([CH3:4])[CH3:3])(=[O:11])=[O:10])(=[O:26])[NH2:43]. The catalyst class is: 3. (3) Reactant: [OH:1][C:2]1[C:10]2[N:9]=[C:8]([CH2:11][O:12][C:13]3[CH:18]=[CH:17][C:16]([Cl:19])=[CH:15][CH:14]=3)[N:7]([CH2:20][CH2:21][CH2:22][CH:23]3[CH2:28][CH2:27][N:26]([C:29]([O:31][C:32]([CH3:35])([CH3:34])[CH3:33])=[O:30])[CH2:25][CH2:24]3)[C:6]=2[CH:5]=[CH:4][CH:3]=1.[H-].[Na+].[CH3:38]I. Product: [CH3:38][O:1][C:2]1[C:10]2[N:9]=[C:8]([CH2:11][O:12][C:13]3[CH:14]=[CH:15][C:16]([Cl:19])=[CH:17][CH:18]=3)[N:7]([CH2:20][CH2:21][CH2:22][CH:23]3[CH2:24][CH2:25][N:26]([C:29]([O:31][C:32]([CH3:35])([CH3:34])[CH3:33])=[O:30])[CH2:27][CH2:28]3)[C:6]=2[CH:5]=[CH:4][CH:3]=1. The catalyst class is: 9. (4) Reactant: [CH2:1]([O:8][C:9]1[CH:40]=[CH:39][C:12]([C:13]([O:15][C:16]2[CH:21]=[CH:20][C:19]([CH2:22][N:23]([CH2:34][CH2:35][CH2:36][CH:37]=[O:38])[C:24](=[O:33])[C:25]3[CH:30]=[CH:29][C:28]([O:31][CH3:32])=[CH:27][CH:26]=3)=[CH:18][CH:17]=2)=[O:14])=[CH:11][CH:10]=1)[CH2:2][CH2:3][CH2:4][CH2:5][CH2:6][CH3:7].CC(=CC)C.Cl([O-])=[O:47].[Na+].P([O-])(O)(O)=O.[Na+]. Product: [CH2:1]([O:8][C:9]1[CH:40]=[CH:39][C:12]([C:13]([O:15][C:16]2[CH:21]=[CH:20][C:19]([CH2:22][N:23]([CH2:34][CH2:35][CH2:36][C:37]([OH:47])=[O:38])[C:24](=[O:33])[C:25]3[CH:26]=[CH:27][C:28]([O:31][CH3:32])=[CH:29][CH:30]=3)=[CH:18][CH:17]=2)=[O:14])=[CH:11][CH:10]=1)[CH2:2][CH2:3][CH2:4][CH2:5][CH2:6][CH3:7]. The catalyst class is: 371. (5) Reactant: [H-].[K+].Br[C:4]1[CH:12]=[C:11]2[C:7]([CH:8]=[CH:9][NH:10]2)=[CH:6][CH:5]=1.C([Li])(C)(C)C.CCCCC.[CH3:23][S:24]SC. Product: [CH3:23][S:24][C:4]1[CH:12]=[C:11]2[C:7]([CH:8]=[CH:9][NH:10]2)=[CH:6][CH:5]=1. The catalyst class is: 7.